Task: Binary Classification. Given a miRNA mature sequence and a target amino acid sequence, predict their likelihood of interaction.. Dataset: Experimentally validated miRNA-target interactions with 360,000+ pairs, plus equal number of negative samples (1) The protein sequence of the target gene is MASSLKIWGTLLALLCILCTLLVQSKEVSWREFMKQHYLSPSREFREYKCDVLMRENEALKDKSSHMFIYISWYKIEHICTSDNWMDRFRNAYVWVQNPLKVLKCHQENSKNSYTESRSFNYIEFHCSMDGYVDSIEDLKMVEPIGN. Result: 0 (no interaction). The miRNA is hsa-miR-4329 with sequence CCUGAGACCCUAGUUCCAC. (2) The miRNA is hsa-miR-765 with sequence UGGAGGAGAAGGAAGGUGAUG. The protein sequence of the target gene is MGRARDAILDALENLTAEELKKFKLKLLSVPLREGYGRIPRGALLSMDALDLTDKLVSFYLETYGAELTANVLRDMGLQEMAGQLQAATHQGSGAAPAGIQAPPQSAAKPGLHFIDQHRAALIARVTNVEWLLDALYGKVLTDEQYQAVRAEPTNPSKMRKLFSFTPAWNWTCKDLLLQALRESQSYLVEDLERS. Result: 1 (interaction). (3) Result: 1 (interaction). The miRNA is hsa-miR-27b-3p with sequence UUCACAGUGGCUAAGUUCUGC. The protein sequence of the target gene is MGDAAADPPGPALPCEFLRPGCGAPLSPGAQLGRGAPTSAFPPPAAEAHPAARRGLRSPQLPSGAMSQNGAPGMQEESLQGSWVELHFSNNGNGGSVPASVSIYNGDMEKILLDAQHESGRSSSKSSHCDSPPRSQTPQDTNRASETDTHSIGEKNSSQSEEDDIERRKEVESILKKNSDWIWDWSSRPENIPPKEFLFKHPKRTATLSMRNTSVMKKGGIFSAEFLKVFLPSLLLSHLLAIGLGIYIGRRLTTSTSTF.